This data is from Catalyst prediction with 721,799 reactions and 888 catalyst types from USPTO. The task is: Predict which catalyst facilitates the given reaction. (1) Reactant: [Br:1][C:2]1[C:13](=[O:14])[N:12]([CH2:15][C:16]2[C:21]([F:22])=[CH:20][CH:19]=[CH:18][C:17]=2[CH:23]2[CH2:25][CH2:24]2)[C:5]2[N:6]=[C:7]([S:10][CH3:11])[N:8]=[CH:9][C:4]=2[CH:3]=1.ClC1C=CC=C(C(OO)=[O:34])C=1. Product: [Br:1][C:2]1[C:13](=[O:14])[N:12]([CH2:15][C:16]2[C:21]([F:22])=[CH:20][CH:19]=[CH:18][C:17]=2[CH:23]2[CH2:25][CH2:24]2)[C:5]2[N:6]=[C:7]([S:10]([CH3:11])=[O:34])[N:8]=[CH:9][C:4]=2[CH:3]=1. The catalyst class is: 4. (2) Reactant: [CH2:1]([N:3]1[CH2:8][CH2:7][N:6]([C:9]2[C:18]3[C:13](=[CH:14][CH:15]=[CH:16][CH:17]=3)[N:12]=[C:11]([Cl:19])[N:10]=2)[CH2:5][CH2:4]1)[CH3:2].[CH3:20][O:21][C:22]1[CH:27]=[CH:26][C:25](OB(O)O)=[CH:24][CH:23]=1.C(=O)([O-])[O-].[Na+].[Na+]. Product: [ClH:19].[ClH:19].[CH2:1]([N:3]1[CH2:8][CH2:7][N:6]([C:9]2[C:18]3[C:13](=[CH:14][CH:15]=[CH:16][CH:17]=3)[N:12]=[C:11]([C:25]3[CH:26]=[CH:27][C:22]([O:21][CH3:20])=[CH:23][CH:24]=3)[N:10]=2)[CH2:5][CH2:4]1)[CH3:2]. The catalyst class is: 11. (3) Reactant: C([NH:8][CH:9]([C:11]1[CH:16]=[CH:15][C:14]([C:17]2[C:18]([C:23]([NH:25][C:26]3[CH:27]=[C:28]4[C:32](=[CH:33][CH:34]=3)[N:31]([C:35](=[O:43])[CH2:36][C:37]3[CH:42]=[CH:41][CH:40]=[CH:39][N:38]=3)[CH2:30][CH2:29]4)=[O:24])=[CH:19][CH:20]=[CH:21][CH:22]=2)=[CH:13][CH:12]=1)[CH3:10])C1C=CC=CC=1.[H][H]. Product: [NH2:8][CH:9]([C:11]1[CH:16]=[CH:15][C:14]([C:17]2[C:18]([C:23]([NH:25][C:26]3[CH:27]=[C:28]4[C:32](=[CH:33][CH:34]=3)[N:31]([C:35](=[O:43])[CH2:36][C:37]3[CH:42]=[CH:41][CH:40]=[CH:39][N:38]=3)[CH2:30][CH2:29]4)=[O:24])=[CH:19][CH:20]=[CH:21][CH:22]=2)=[CH:13][CH:12]=1)[CH3:10]. The catalyst class is: 129. (4) Reactant: FC(F)(F)C(O)=O.C(OC([NH:15][NH:16][C:17]([C:19]1[S:42][C:22]2=[CH:23][N:24]=[CH:25][C:26]([O:27][C:28]3[CH:33]=[CH:32][C:31]([C:34]4[CH:39]=[C:38]([Cl:40])[CH:37]=[C:36]([Cl:41])[CH:35]=4)=[CH:30][CH:29]=3)=[C:21]2[CH:20]=1)=[O:18])=O)(C)(C)C. Product: [Cl:41][C:36]1[CH:35]=[C:34]([C:31]2[CH:32]=[CH:33][C:28]([O:27][C:26]3[CH:25]=[N:24][CH:23]=[C:22]4[S:42][C:19]([C:17]([NH:16][NH2:15])=[O:18])=[CH:20][C:21]=34)=[CH:29][CH:30]=2)[CH:39]=[C:38]([Cl:40])[CH:37]=1. The catalyst class is: 27. (5) Reactant: [N:1]#[C:2][NH2:3].[CH3:4][O-].[Na+].[Cl:7][C:8]1[S:9][CH:10]=[C:11]([N:13]=[C:14]=[S:15])[CH:12]=1.IC. Product: [Cl:7][C:8]1[S:9][CH:10]=[C:11]([NH:13]/[C:14](/[S:15][CH3:4])=[N:1]/[C:2]#[N:3])[CH:12]=1. The catalyst class is: 5. (6) Reactant: [F:1][C:2]1[CH:7]=[CH:6][C:5]([O:8][CH3:9])=[CH:4][C:3]=1[C:10]1[N:15]=[CH:14][C:13]([CH2:16][OH:17])=[CH:12][C:11]=1[O:18][CH2:19][CH:20]([CH3:22])[CH3:21].Cl[C:24]1[N:29]=[CH:28][N:27]=[C:26]([CH:30]([CH:37]2[CH2:39][CH2:38]2)[CH2:31][C:32]([O:34][CH2:35][CH3:36])=[O:33])[CH:25]=1.[H-].[Na+].Cl.C(=O)([O-])O.[Na+]. Product: [CH:37]1([CH:30]([C:26]2[CH:25]=[C:24]([O:17][CH2:16][C:13]3[CH:14]=[N:15][C:10]([C:3]4[CH:4]=[C:5]([O:8][CH3:9])[CH:6]=[CH:7][C:2]=4[F:1])=[C:11]([O:18][CH2:19][CH:20]([CH3:22])[CH3:21])[CH:12]=3)[N:29]=[CH:28][N:27]=2)[CH2:31][C:32]([O:34][CH2:35][CH3:36])=[O:33])[CH2:39][CH2:38]1. The catalyst class is: 1. (7) Reactant: [F:1][C@H:2]1[C@@H:7]([O:8][C:9]2[CH:16]=[CH:15][C:14]([C:17]3[N:22]=[C:21]([NH:23][C:24]4[CH:29]=[CH:28][C:27]([N:30]5[CH2:35][CH2:34][N:33]([CH:36]6[CH2:39][O:38][CH2:37]6)[CH2:32][CH2:31]5)=[C:26]([CH3:40])[CH:25]=4)[N:20]=[CH:19][N:18]=3)=[CH:13][C:10]=2[C:11]#[N:12])[CH2:6][CH2:5][NH:4][CH2:3]1.[CH3:41][C:42]1([CH3:50])[O:46][CH:45]([C:47](O)=[O:48])[CH2:44][O:43]1.C(N(C(C)C)CC)(C)C.F[P-](F)(F)(F)(F)F.CN(C(N(C)C)=[N+]1C2C(=NC=CC=2)[N+]([O-])=N1)C.CN(C(ON1N=NC2C=CC=NC1=2)=[N+](C)C)C.F[P-](F)(F)(F)(F)F. Product: [CH3:41][C:42]1([CH3:50])[O:46][CH:45]([C:47]([N:4]2[CH2:5][CH2:6][C@H:7]([O:8][C:9]3[CH:16]=[CH:15][C:14]([C:17]4[N:22]=[C:21]([NH:23][C:24]5[CH:29]=[CH:28][C:27]([N:30]6[CH2:31][CH2:32][N:33]([CH:36]7[CH2:39][O:38][CH2:37]7)[CH2:34][CH2:35]6)=[C:26]([CH3:40])[CH:25]=5)[N:20]=[CH:19][N:18]=4)=[CH:13][C:10]=3[C:11]#[N:12])[C@H:2]([F:1])[CH2:3]2)=[O:48])[CH2:44][O:43]1. The catalyst class is: 35.